Dataset: Experimentally validated miRNA-target interactions with 360,000+ pairs, plus equal number of negative samples. Task: Binary Classification. Given a miRNA mature sequence and a target amino acid sequence, predict their likelihood of interaction. (1) The miRNA is hsa-miR-5193 with sequence UCCUCCUCUACCUCAUCCCAGU. The protein sequence of the target gene is MENSSAASASSEAGSSRSQEIEELERFIDSYVLEYQVQGLLADKTEGDGESERTQSHISQWTADCSEPLDSSCSFSRGRAPPQQNGSKDNSLDMLGTDIWAANTFDSFSGATWDLQPEKLDFTQFHRKVRHTPKQPLPHIDREGCGKGKLEDGDGINLNDIEKVLPAWQGYHPMPHEVEIAHTKKLFRRRRNDRRRQQRPPGGNKPQQHGDHQPGSAKHNRDHQKSYQGGSAPHPSGRPTHHGYSQNRRWHHGNMKHPPGDKGEAGAHRNAKETMTIENPKLEDTAGDTGHSSLEAPRSP.... Result: 1 (interaction). (2) The miRNA is mmu-miR-3473c with sequence UCUCUCCAGCCCCCAUAAUAAG. The protein sequence of the target gene is MSRELHDVDLAEVKPLVEKGESITGLLQEFDVQEQDIETLHGSLHVTLCGTPKGNRPVILTYHDIGMNHKTCYNPLFNSEDMQEITQHFAVCHVDAPGQQDGAPSFPVGYMYPSMDQLAEMLPGVLHQFGLKSVIGMGTGAGAYILTRFALNNPEMVEGLVLMNVNPCAEGWMDWAASKISGWTQALPDMVVSHLFGKEEIHNNVEVVHTYRQHILNDMNPSNLHLFISAYNSRRDLEIERPMPGTHTVTLQCPALLVVGDNSPAVDAVVECNSKLDPTKTTLLKMADCGGLPQISQPAK.... Result: 1 (interaction).